Predict the reaction yield, written as a fraction of the theoretical maximum amount of product (1.0 means a 100% yield; for example, 0.34 means a 34% yield). From a dataset of Reaction yield outcomes from USPTO patents with 853,638 reactions. (1) The reactants are [Br-].[Br:2][C:3]1[CH:11]=[C:10]2[C:6]([C:7](=[O:31])O[CH:9]2[P+](C2C=CC=CC=2)(C2C=CC=CC=2)C2C=CC=CC=2)=[CH:5][CH:4]=1.[F:32][C:33]1[CH:40]=[CH:39][C:38]([CH:41]=O)=[CH:37][C:34]=1[C:35]#[N:36].C(N(CC)CC)C.O.[NH2:51][NH2:52]. The catalyst is CN(C=O)C.CCO.O.C(OCC)(=O)C.C(Cl)Cl. The product is [Br:2][C:3]1[CH:11]=[C:10]2[C:6]([C:7](=[O:31])[NH:51][N:52]=[C:9]2[CH2:41][C:38]2[CH:39]=[CH:40][C:33]([F:32])=[C:34]([CH:37]=2)[C:35]#[N:36])=[CH:5][CH:4]=1. The yield is 0.414. (2) The yield is 0.615. The product is [Cl:2][C:3]1[C:7]([Cl:8])=[C:6]([CH3:9])[NH:5][C:4]=1[C:10]([NH:12][C@@H:13]1[CH2:18][CH2:17][N:16]([C:25]2[S:26][C:27]3[C:33]([C:34]([O:36][CH2:37][CH3:38])=[O:35])=[CH:32][CH:31]=[CH:30][C:28]=3[N:29]=2)[CH2:15][C@@H:14]1[N:19]1[CH:23]=[CH:22][N:21]=[N:20]1)=[O:11]. The reactants are Br.[Cl:2][C:3]1[C:7]([Cl:8])=[C:6]([CH3:9])[NH:5][C:4]=1[C:10]([NH:12][C@@H:13]1[CH2:18][CH2:17][NH:16][CH2:15][C@@H:14]1[N:19]1[CH:23]=[CH:22][N:21]=[N:20]1)=[O:11].Br[C:25]1[S:26][C:27]2[C:33]([C:34]([O:36][CH2:37][CH3:38])=[O:35])=[CH:32][CH:31]=[CH:30][C:28]=2[N:29]=1.CN1C(=O)CCC1.CCN(C(C)C)C(C)C. The catalyst is CCOC(C)=O.